Dataset: Reaction yield outcomes from USPTO patents with 853,638 reactions. Task: Predict the reaction yield, written as a fraction of the theoretical maximum amount of product (1.0 means a 100% yield; for example, 0.34 means a 34% yield). (1) The reactants are [F:1][C:2]([F:15])([F:14])[O:3][C:4]1[CH:5]=[CH:6][C:7]2[O:11][C:10](=[O:12])[NH:9][C:8]=2[CH:13]=1.[H-].[Na+].Br[CH2:19][C:20]([O:22][CH2:23][CH3:24])=[O:21].FC(F)(F)C(O)=O. The catalyst is O1CCCC1.CC#N.O. The product is [CH2:23]([O:22][C:20](=[O:21])[CH2:19][N:9]1[C:8]2[CH:13]=[C:4]([O:3][C:2]([F:1])([F:14])[F:15])[CH:5]=[CH:6][C:7]=2[O:11][C:10]1=[O:12])[CH3:24]. The yield is 0.620. (2) The reactants are [Cl:1][C:2]1[CH:7]=[C:6]([NH:8][CH3:9])[C:5]([CH2:10][NH:11][C:12]2[CH:17]=[C:16]([N+:18]([O-])=[O:19])[C:15]([F:21])=[CH:14][C:13]=2[CH3:22])=[CH:4][N:3]=1.CCN(CC)CC.[C:30](Cl)(Cl)=[O:31].[OH2:34]. The catalyst is O1CCOCC1. The product is [Cl:1][C:2]1[N:3]=[CH:4][C:5]2[CH2:10][N:11]([C:12]3[CH:17]=[C:16]([N+:18]([O-:19])=[O:34])[C:15]([F:21])=[CH:14][C:13]=3[CH3:22])[C:30](=[O:31])[N:8]([CH3:9])[C:6]=2[CH:7]=1. The yield is 0.360. (3) The reactants are [CH3:1][C:2]([CH3:19])([CH3:18])[C:3]#[C:4][C:5]1[C:10]([F:11])=[CH:9][CH:8]=[CH:7][C:6]=1[NH:12]C(=O)CCC.CC([O-])(C)C.[K+].O. The catalyst is CN(C=O)C. The product is [C:2]([C:3]1[NH:12][C:6]2[C:5]([CH:4]=1)=[C:10]([F:11])[CH:9]=[CH:8][CH:7]=2)([CH3:19])([CH3:18])[CH3:1]. The yield is 0.970. (4) The reactants are [CH3:1][NH:2][CH:3]1[CH2:8][CH2:7][CH2:6][CH2:5][CH2:4]1.C(=O)([O-])[O-].[Na+].[Na+].Cl[C:16]1[N:21]=[C:20]([O:22][C:23]2[CH:49]=[CH:48][CH:47]=[CH:46][C:24]=2[CH2:25][NH:26][C:27]([NH:29][C:30]2[N:34]([C:35]3[CH:40]=[CH:39][C:38]([CH3:41])=[CH:37][CH:36]=3)[N:33]=[C:32]([C:42]([CH3:45])([CH3:44])[CH3:43])[CH:31]=2)=[O:28])[CH:19]=[CH:18][N:17]=1. The yield is 0.510. The product is [CH:3]1([N:2]([CH3:1])[C:16]2[N:21]=[C:20]([O:22][C:23]3[CH:49]=[CH:48][CH:47]=[CH:46][C:24]=3[CH2:25][NH:26][C:27]([NH:29][C:30]3[N:34]([C:35]4[CH:40]=[CH:39][C:38]([CH3:41])=[CH:37][CH:36]=4)[N:33]=[C:32]([C:42]([CH3:45])([CH3:44])[CH3:43])[CH:31]=3)=[O:28])[CH:19]=[CH:18][N:17]=2)[CH2:8][CH2:7][CH2:6][CH2:5][CH2:4]1. The catalyst is C(O)C. (5) The reactants are [NH2:1][CH2:2][C:3]1([C:6]#[N:7])[CH2:5][CH2:4]1.[Br:8][C:9]1[N:10]=[C:11]([CH:29]2[CH2:31][CH2:30]2)[N:12]([CH2:21][O:22][CH2:23][CH2:24][Si:25]([CH3:28])([CH3:27])[CH3:26])[C:13]=1[C:14]1[CH:19]=[CH:18][N:17]=[C:16](Cl)[N:15]=1.CCN(C(C)C)C(C)C.C([O-])([O-])=O.[Na+].[Na+]. The catalyst is CN1C(=O)CCC1. The product is [Br:8][C:9]1[N:10]=[C:11]([CH:29]2[CH2:31][CH2:30]2)[N:12]([CH2:21][O:22][CH2:23][CH2:24][Si:25]([CH3:26])([CH3:27])[CH3:28])[C:13]=1[C:14]1[CH:19]=[CH:18][N:17]=[C:16]([NH:7][CH2:6][C:3]2([C:2]#[N:1])[CH2:5][CH2:4]2)[N:15]=1. The yield is 0.660. (6) The reactants are [F:1][C:2]1[CH:3]=[CH:4][C:5]2=[C:6]([CH:36]=1)[O:7][CH2:8][C:9]1[CH:35]=[CH:34][CH:33]=[CH:32][C:10]=1/[C:11]/2=[CH:12]\[C:13]1[CH:18]=[CH:17][C:16]([NH:19][C@H:20]2[CH2:28][N:27]3[C@@H:22]([CH2:23][O:24][CH2:25][CH2:26]3)[CH2:21]2)=[C:15]([N+:29]([O-])=O)[CH:14]=1.C(N(CC)CC)C.Cl[C:45](Cl)([O:47]C(=O)OC(Cl)(Cl)Cl)Cl. The catalyst is [Pt].O1CCCC1.C(=O)(O)[O-].[Na+]. The product is [F:1][C:2]1[CH:3]=[CH:4][C:5]2=[C:6]([CH:36]=1)[O:7][CH2:8][C:9]1[CH:35]=[CH:34][CH:33]=[CH:32][C:10]=1/[C:11]/2=[CH:12]\[C:13]1[CH:18]=[CH:17][C:16]2[N:19]([C@H:20]3[CH2:28][N:27]4[C@@H:22]([CH2:23][O:24][CH2:25][CH2:26]4)[CH2:21]3)[C:45](=[O:47])[NH:29][C:15]=2[CH:14]=1. The yield is 0.740. (7) The reactants are [OH2:1].C([C@@:10]([C:25]([OH:27])=[O:26])([OH:24])[C@@:11](C(=O)C1C=CC=CC=1)([OH:15])[C:12]([OH:14])=[O:13])(=O)C1C=CC=CC=1.[Br:28][C:29]1[CH:30]=[N:31][CH:32]=[C:33]([C@@H:35]2[CH2:39][CH2:38][CH2:37][N:36]2[CH3:40])[CH:34]=1.[CH2:41]([OH:43])[CH3:42]. No catalyst specified. The product is [C:41]([O:15][C@H:11]([C@@H:10]([O:24][C:34](=[O:1])[C:33]1[CH:32]=[CH:37][CH:38]=[CH:39][CH:35]=1)[C:25]([OH:27])=[O:26])[C:12]([OH:14])=[O:13])(=[O:43])[C:42]1[CH:39]=[CH:35][CH:33]=[CH:34][CH:29]=1.[Br:28][C:29]1[CH:30]=[N:31][CH:32]=[C:33]([C@@H:35]2[CH2:39][CH2:38][CH2:37][N:36]2[CH3:40])[CH:34]=1. The yield is 0.840. (8) The reactants are [Br:1][C:2]1[N:3]=[C:4]2[C:10]([C:11]([OH:13])=O)=[CH:9][N:8]([CH2:14][O:15][CH2:16][CH2:17][Si:18]([CH3:21])([CH3:20])[CH3:19])[C:5]2=[N:6][CH:7]=1.Cl.[NH2:23][C@H:24]([C:32]([CH3:35])([CH3:34])[CH3:33])[C:25]([N:27]1[CH2:31][CH2:30][CH2:29][CH2:28]1)=[O:26].C(Cl)CCl.C1C=CC2N(O)N=NC=2C=1.CCN(C(C)C)C(C)C. The catalyst is CN(C=O)C. The product is [CH3:33][C:32]([CH3:35])([CH3:34])[C@@H:24]([NH:23][C:11]([C:10]1[C:4]2[C:5](=[N:6][CH:7]=[C:2]([Br:1])[N:3]=2)[N:8]([CH2:14][O:15][CH2:16][CH2:17][Si:18]([CH3:21])([CH3:20])[CH3:19])[CH:9]=1)=[O:13])[C:25]([N:27]1[CH2:31][CH2:30][CH2:29][CH2:28]1)=[O:26]. The yield is 0.900. (9) The reactants are Cl[C:2]1[CH:7]=[CH:6][C:5]([N+:8]([O-:10])=[O:9])=[CH:4][N:3]=1.[C:11]1([CH:17]([C:20]2[CH:25]=[CH:24][CH:23]=[CH:22][CH:21]=2)[C:18]#[N:19])[CH:16]=[CH:15][CH:14]=[CH:13][CH:12]=1.[F-].C([N+](CCCC)(CCCC)CCCC)CCC.[OH-].[Na+]. The catalyst is C1(C)C=CC=CC=1.CCCCCC.CCOC(C)=O. The product is [C:20]1([C:17]([C:11]2[CH:12]=[CH:13][CH:14]=[CH:15][CH:16]=2)([C:18]#[N:19])[C:2]2[CH:7]=[CH:6][C:5]([N+:8]([O-:10])=[O:9])=[CH:4][N:3]=2)[CH:21]=[CH:22][CH:23]=[CH:24][CH:25]=1. The yield is 0.860.